This data is from NCI-60 drug combinations with 297,098 pairs across 59 cell lines. The task is: Regression. Given two drug SMILES strings and cell line genomic features, predict the synergy score measuring deviation from expected non-interaction effect. (1) Drug 1: CCN(CC)CCCC(C)NC1=C2C=C(C=CC2=NC3=C1C=CC(=C3)Cl)OC. Drug 2: B(C(CC(C)C)NC(=O)C(CC1=CC=CC=C1)NC(=O)C2=NC=CN=C2)(O)O. Cell line: M14. Synergy scores: CSS=32.7, Synergy_ZIP=-2.81, Synergy_Bliss=-3.66, Synergy_Loewe=-6.37, Synergy_HSA=-3.69. (2) Drug 1: C1=NNC2=C1C(=O)NC=N2. Drug 2: CC1CCCC2(C(O2)CC(NC(=O)CC(C(C(=O)C(C1O)C)(C)C)O)C(=CC3=CSC(=N3)C)C)C. Cell line: SK-MEL-5. Synergy scores: CSS=48.5, Synergy_ZIP=4.85, Synergy_Bliss=1.69, Synergy_Loewe=-23.0, Synergy_HSA=0.939. (3) Drug 1: C1CCC(C1)C(CC#N)N2C=C(C=N2)C3=C4C=CNC4=NC=N3. Drug 2: CS(=O)(=O)OCCCCOS(=O)(=O)C. Cell line: K-562. Synergy scores: CSS=2.53, Synergy_ZIP=-3.71, Synergy_Bliss=-5.69, Synergy_Loewe=-12.9, Synergy_HSA=-9.23. (4) Cell line: SF-268. Drug 2: B(C(CC(C)C)NC(=O)C(CC1=CC=CC=C1)NC(=O)C2=NC=CN=C2)(O)O. Drug 1: CC12CCC(CC1=CCC3C2CCC4(C3CC=C4C5=CN=CC=C5)C)O. Synergy scores: CSS=8.56, Synergy_ZIP=5.06, Synergy_Bliss=5.52, Synergy_Loewe=1.25, Synergy_HSA=2.49. (5) Drug 1: COC1=C(C=C2C(=C1)N=CN=C2NC3=CC(=C(C=C3)F)Cl)OCCCN4CCOCC4. Drug 2: B(C(CC(C)C)NC(=O)C(CC1=CC=CC=C1)NC(=O)C2=NC=CN=C2)(O)O. Cell line: RPMI-8226. Synergy scores: CSS=12.2, Synergy_ZIP=-9.64, Synergy_Bliss=-15.3, Synergy_Loewe=-21.9, Synergy_HSA=-14.9.